Dataset: Forward reaction prediction with 1.9M reactions from USPTO patents (1976-2016). Task: Predict the product of the given reaction. (1) The product is: [CH2:1]([O:8][C:9]1[CH:26]=[CH:25][C:12]2[C:13]3[N:14]([CH2:31][C:32]4[CH:45]=[CH:44][C:35]([O:36][CH2:37][CH2:38][N:39]([CH2:42][CH3:43])[CH2:40][CH3:41])=[CH:34][CH:33]=4)[C:15]4[CH:16]=[CH:17][C:18]([O:23][CH3:24])=[CH:19][C:20]=4[C:21]=3[O:22][C:11]=2[CH:10]=1)[C:2]1[CH:3]=[CH:4][CH:5]=[CH:6][CH:7]=1. Given the reactants [CH2:1]([O:8][C:9]1[CH:26]=[CH:25][C:12]2[C:13]3[NH:14][C:15]4[CH:16]=[CH:17][C:18]([O:23][CH3:24])=[CH:19][C:20]=4[C:21]=3[O:22][C:11]=2[CH:10]=1)[C:2]1[CH:7]=[CH:6][CH:5]=[CH:4][CH:3]=1.[H-].[Na+].Cl.Cl[CH2:31][C:32]1[CH:45]=[CH:44][C:35]([O:36][CH2:37][CH2:38][N:39]([CH2:42][CH3:43])[CH2:40][CH3:41])=[CH:34][CH:33]=1, predict the reaction product. (2) Given the reactants COC[C:4]1[C:5]([N+:11]([O-:13])=[O:12])=[C:6]([CH3:10])[CH:7]=[CH:8][CH:9]=1.[NH:14]1[CH2:18][CH2:17][CH2:16][CH2:15]1.[CH3:19][O:20][CH:21](OC)N(C)C.[CH3:27]N(C)C=O, predict the reaction product. The product is: [CH3:19][O:20][CH2:21][C:7]1[C:6]([CH:10]=[CH:27][N:14]2[CH2:18][CH2:17][CH2:16][CH2:15]2)=[C:5]([N+:11]([O-:13])=[O:12])[CH:4]=[CH:9][CH:8]=1. (3) Given the reactants Br[C:2]1[CH:7]=[CH:6]C=C[N:3]=1.C([Li])CCC.[C:13]([O:17][C:18]([N:20]1[CH2:25][CH2:24][CH2:23][C@H:22]([C:26](=[O:31])[CH:27](OC)[CH3:28])[CH2:21]1)=[O:19])([CH3:16])([CH3:15])[CH3:14], predict the reaction product. The product is: [C:13]([O:17][C:18]([N:20]1[CH2:25][CH2:24][CH2:23][C@H:22]([C:26]([C:27]2[CH:28]=[CH:6][CH:7]=[CH:2][N:3]=2)=[O:31])[CH2:21]1)=[O:19])([CH3:14])([CH3:15])[CH3:16]. (4) Given the reactants [CH2:1]([O:3][C:4](=[O:21])[CH:5]([N:7]1[CH:11]=[C:10](B2OC(C)(C)C(C)(C)O2)[CH:9]=[N:8]1)[CH3:6])[CH3:2].Cl[C:23]1[C:35]2[C:34]3[C:29](=[CH:30][CH:31]=[CH:32][CH:33]=3)[C:28]([C:37]([F:40])([F:39])[F:38])([OH:36])[C:27]=2[CH:26]=[C:25]([F:41])[CH:24]=1.C(=O)([O-])O.[Na+].C1(P(C2CCCCC2)C2C=CC=CC=2C2C(OC)=CC=CC=2OC)CCCCC1, predict the reaction product. The product is: [CH2:1]([O:3][C:4](=[O:21])[CH:5]([N:7]1[CH:11]=[C:10]([C:23]2[C:35]3[C:34]4[C:29](=[CH:30][CH:31]=[CH:32][CH:33]=4)[C:28]([OH:36])([C:37]([F:40])([F:39])[F:38])[C:27]=3[CH:26]=[C:25]([F:41])[CH:24]=2)[CH:9]=[N:8]1)[CH3:6])[CH3:2]. (5) Given the reactants [CH2:1]([C:3]1[NH:22][C:6]2[N:7]=[C:8]([S:12][C:13]3[CH:14]=[C:15]([F:21])[C:16]([C:19]#[N:20])=[N:17][CH:18]=3)[N:9]=[C:10](O)[C:5]=2[CH:4]=1)[CH3:2].F[P-](F)(F)(F)(F)F.N1(O[P+](N(C)C)(N(C)C)N(C)C)C2C=CC=CC=2N=N1.Cl.[OH:51][CH:52]1[CH2:55][NH:54][CH2:53]1, predict the reaction product. The product is: [CH2:1]([C:3]1[NH:22][C:6]2[N:7]=[C:8]([S:12][C:13]3[CH:14]=[C:15]([F:21])[C:16]([C:19]#[N:20])=[N:17][CH:18]=3)[N:9]=[C:10]([N:54]3[CH2:55][CH:52]([OH:51])[CH2:53]3)[C:5]=2[CH:4]=1)[CH3:2]. (6) Given the reactants P(Cl)(Cl)(Cl)(Cl)Cl.[N:7]1[CH:12]=[CH:11][CH:10]=[C:9]([S:13]([OH:16])(=O)=[O:14])[CH:8]=1.P(Cl)(Cl)([Cl:19])=O, predict the reaction product. The product is: [N:7]1[CH:12]=[CH:11][CH:10]=[C:9]([S:13]([Cl:19])(=[O:16])=[O:14])[CH:8]=1. (7) The product is: [F:19][B-:18]([F:22])([F:21])[F:20].[I:1][C:2]1[CH:8]=[CH:7][C:6]([C:9]([F:10])([F:11])[F:12])=[CH:5][C:3]=1[N+:4]#[N:13]. Given the reactants [I:1][C:2]1[CH:8]=[CH:7][C:6]([C:9]([F:12])([F:11])[F:10])=[CH:5][C:3]=1[NH2:4].[N:13]([O-])=O.[Na+].[H+].[B-:18]([F:22])([F:21])([F:20])[F:19], predict the reaction product. (8) Given the reactants [CH3:1][C:2]1[N:7]=[C:6]([SH:8])[N:5]=[C:4]([OH:9])[CH:3]=1.C(=O)([O-])[O-].[K+].[K+].Br[CH2:17][C:18]1[N:22]2[CH:23]=[CH:24][CH:25]=[CH:26][C:21]2=[N:20][C:19]=1[CH3:27], predict the reaction product. The product is: [CH3:1][C:2]1[N:7]=[C:6]([S:8][CH2:17][C:18]2[N:22]3[CH:23]=[CH:24][CH:25]=[CH:26][C:21]3=[N:20][C:19]=2[CH3:27])[N:5]=[C:4]([OH:9])[CH:3]=1. (9) Given the reactants Cl[C:2]1[CH:11]=[CH:10][N:9]=[C:8]2[C:3]=1[CH:4]=[CH:5][C:6]([CH2:12][CH2:13][CH3:14])=[N:7]2.[NH2:15][C:16]1[CH:21]=[C:20]([O:22][CH2:23][C:24]2[CH:29]=[CH:28][CH:27]=[C:26]([Br:30])[CH:25]=2)[CH:19]=[CH:18][C:17]=1[S:31][C:32]1[CH:37]=[CH:36][C:35]([OH:38])=[CH:34][CH:33]=1, predict the reaction product. The product is: [Br:30][C:26]1[CH:25]=[C:24]([CH:29]=[CH:28][CH:27]=1)[CH2:23][O:22][C:20]1[CH:19]=[CH:18][C:17]([S:31][C:32]2[CH:37]=[CH:36][C:35]([OH:38])=[CH:34][CH:33]=2)=[C:16]([NH:15][C:2]2[C:3]3[C:8](=[N:7][C:6]([CH2:12][CH2:13][CH3:14])=[CH:5][CH:4]=3)[N:9]=[CH:10][CH:11]=2)[CH:21]=1. (10) The product is: [N+:8]([C:3]1[CH:4]=[CH:5][CH:6]=[CH:7][C:2]=1[NH:11][C:12]1[CH:19]=[CH:18][CH:17]=[CH:16][C:13]=1[C:14]#[N:15])([O-:10])=[O:9]. Given the reactants F[C:2]1[CH:7]=[CH:6][CH:5]=[CH:4][C:3]=1[N+:8]([O-:10])=[O:9].[NH2:11][C:12]1[CH:19]=[CH:18][CH:17]=[CH:16][C:13]=1[C:14]#[N:15].O.[OH-].[Li+], predict the reaction product.